This data is from NCI-60 drug combinations with 297,098 pairs across 59 cell lines. The task is: Regression. Given two drug SMILES strings and cell line genomic features, predict the synergy score measuring deviation from expected non-interaction effect. (1) Drug 1: CN1CCC(CC1)COC2=C(C=C3C(=C2)N=CN=C3NC4=C(C=C(C=C4)Br)F)OC. Drug 2: C1=C(C(=O)NC(=O)N1)N(CCCl)CCCl. Cell line: NCI/ADR-RES. Synergy scores: CSS=29.5, Synergy_ZIP=8.35, Synergy_Bliss=9.17, Synergy_Loewe=7.54, Synergy_HSA=9.77. (2) Drug 1: CC12CCC3C(C1CCC2=O)CC(=C)C4=CC(=O)C=CC34C. Drug 2: C1=CN(C=N1)CC(O)(P(=O)(O)O)P(=O)(O)O. Cell line: HT29. Synergy scores: CSS=8.62, Synergy_ZIP=-14.2, Synergy_Bliss=-23.8, Synergy_Loewe=-25.5, Synergy_HSA=-24.6. (3) Drug 1: C1C(C(OC1N2C=NC3=C(N=C(N=C32)Cl)N)CO)O. Drug 2: C1CNP(=O)(OC1)N(CCCl)CCCl. Cell line: OVCAR-5. Synergy scores: CSS=31.9, Synergy_ZIP=-5.68, Synergy_Bliss=1.99, Synergy_Loewe=2.91, Synergy_HSA=2.62. (4) Drug 1: C1=CC(=CC=C1C#N)C(C2=CC=C(C=C2)C#N)N3C=NC=N3. Drug 2: CC(C)NC(=O)C1=CC=C(C=C1)CNNC.Cl. Cell line: OVCAR-8. Synergy scores: CSS=-10.0, Synergy_ZIP=6.80, Synergy_Bliss=7.09, Synergy_Loewe=-5.89, Synergy_HSA=-4.53. (5) Drug 1: C1=NC2=C(N=C(N=C2N1C3C(C(C(O3)CO)O)F)Cl)N. Drug 2: B(C(CC(C)C)NC(=O)C(CC1=CC=CC=C1)NC(=O)C2=NC=CN=C2)(O)O. Cell line: K-562. Synergy scores: CSS=63.6, Synergy_ZIP=7.42, Synergy_Bliss=7.63, Synergy_Loewe=10.1, Synergy_HSA=11.9.